Dataset: Full USPTO retrosynthesis dataset with 1.9M reactions from patents (1976-2016). Task: Predict the reactants needed to synthesize the given product. (1) Given the product [CH2:28]([O:27][C@@H:5]([CH2:6][C:7]1[CH:8]=[CH:9][C:10]([O:13][CH2:14]/[CH:15]=[CH:16]/[C:17]2[CH:26]=[CH:25][C:24]3[C:19](=[CH:20][CH:21]=[CH:22][CH:23]=3)[CH:18]=2)=[CH:11][CH:12]=1)[C:4]([OH:30])=[O:3])[CH3:29], predict the reactants needed to synthesize it. The reactants are: C([O:3][C:4](=[O:30])[C@@H:5]([O:27][CH2:28][CH3:29])[CH2:6][C:7]1[CH:12]=[CH:11][C:10]([O:13][CH2:14]/[CH:15]=[CH:16]/[C:17]2[CH:26]=[CH:25][C:24]3[C:19](=[CH:20][CH:21]=[CH:22][CH:23]=3)[CH:18]=2)=[CH:9][CH:8]=1)C.[OH-].[Na+]. (2) Given the product [F:1][C:2]1[CH:3]=[CH:4][C:5]([C:15]([O:17][CH3:18])=[O:16])=[N:6][C:7]=1[CH:8]1[CH2:9][CH2:10][CH:11]([OH:14])[CH2:12][CH2:13]1, predict the reactants needed to synthesize it. The reactants are: [F:1][C:2]1[CH:3]=[CH:4][C:5]([C:15]([O:17][CH3:18])=[O:16])=[N:6][C:7]=1[CH:8]1[CH2:13][CH2:12][C:11](=[O:14])[CH2:10][CH2:9]1.[BH4-].[Na+]. (3) Given the product [Cl:22][CH2:23][C:24]([NH:1][C:2]1[S:3][C:4]([C:8]2[CH:13]=[CH:12][N:11]=[C:10]([NH:14][C:15]3[CH:20]=[CH:19][C:18]([F:21])=[CH:17][CH:16]=3)[N:9]=2)=[C:5]([CH3:7])[N:6]=1)=[O:25], predict the reactants needed to synthesize it. The reactants are: [NH2:1][C:2]1[S:3][C:4]([C:8]2[CH:13]=[CH:12][N:11]=[C:10]([NH:14][C:15]3[CH:20]=[CH:19][C:18]([F:21])=[CH:17][CH:16]=3)[N:9]=2)=[C:5]([CH3:7])[N:6]=1.[Cl:22][CH2:23][C:24](NC1SC(C2C=CN=C(NC3C=CC=C([N+]([O-])=O)C=3)N=2)=C(C)N=1)=[O:25].